Task: Predict which catalyst facilitates the given reaction.. Dataset: Catalyst prediction with 721,799 reactions and 888 catalyst types from USPTO (1) Reactant: [CH3:1][O:2][N:3]=[C:4]([C:35]1[CH:40]=[CH:39][CH:38]=[CH:37][CH:36]=1)[C:5]1[CH:34]=[CH:33][C:8]2[N:9]([CH2:13][CH2:14][O:15][C:16]3[CH:21]=[CH:20][C:19]([CH2:22][CH:23]4[C:27]5[CH:28]=[CH:29][CH:30]=[CH:31][C:26]=5[O:25][C:24]4=[O:32])=[CH:18][CH:17]=3)[C:10](=[O:12])[S:11][C:7]=2[CH:6]=1.[CH3:41][OH:42]. Product: [OH:42][C:41]1[CH:31]=[CH:30][CH:29]=[CH:28][C:27]=1[CH:23]([CH2:22][C:19]1[CH:18]=[CH:17][C:16]([O:15][CH2:14][CH2:13][N:9]2[C:8]3[CH:33]=[CH:34][C:5]([C:4](=[N:3][O:2][CH3:1])[C:35]4[CH:40]=[CH:39][CH:38]=[CH:37][CH:36]=4)=[CH:6][C:7]=3[S:11][C:10]2=[O:12])=[CH:21][CH:20]=1)[C:24]([O:25][CH3:26])=[O:32]. The catalyst class is: 65. (2) Reactant: Br[C:2]1[CH:7]=[CH:6][CH:5]=[CH:4][N:3]=1.[Li]C(C)(C)C.[NH2:13][CH2:14][C:15]([C:17]1[CH:22]=[CH:21][CH:20]=[CH:19][CH:18]=1)=[O:16].Cl.O. Product: [NH2:13][CH2:14][C:15]([C:17]1[CH:22]=[CH:21][CH:20]=[CH:19][CH:18]=1)([C:2]1[CH:7]=[CH:6][CH:5]=[CH:4][N:3]=1)[OH:16]. The catalyst class is: 1.